This data is from Catalyst prediction with 721,799 reactions and 888 catalyst types from USPTO. The task is: Predict which catalyst facilitates the given reaction. (1) Reactant: [OH:1][C:2]1[CH:7]=[CH:6][CH:5]=[CH:4][C:3]=1[CH2:8][C:9]([O:11][CH3:12])=[O:10].C(NC(C)C)(C)C.C1C(=O)N([Br:27])C(=O)C1. Product: [Br:27][C:7]1[C:2]([OH:1])=[C:3]([CH2:8][C:9]([O:11][CH3:12])=[O:10])[CH:4]=[CH:5][CH:6]=1. The catalyst class is: 2. (2) Reactant: [NH2:1][C:2]1[N:3]=[C:4]2[CH:9]=[CH:8][C:7]([O:10][C:11]3[CH:12]=[C:13]([NH:17][C:18]([C:20]4[C:25]([CH3:26])=[CH:24][CH:23]=[CH:22][N:21]=4)=[O:19])[CH:14]=[CH:15][CH:16]=3)=[CH:6][N:5]2[CH:27]=1.[Cl:28][C:29]1[N:34]=[C:33](Cl)[CH:32]=[CH:31][N:30]=1.CN(C)C(=O)C. Product: [Cl:28][C:29]1[N:34]=[C:33]([NH:1][C:2]2[N:3]=[C:4]3[CH:9]=[CH:8][C:7]([O:10][C:11]4[CH:12]=[C:13]([NH:17][C:18]([C:20]5[C:25]([CH3:26])=[CH:24][CH:23]=[CH:22][N:21]=5)=[O:19])[CH:14]=[CH:15][CH:16]=4)=[CH:6][N:5]3[CH:27]=2)[CH:32]=[CH:31][N:30]=1. The catalyst class is: 662. (3) Reactant: [C:1]([C:3]1[CH:8]=[CH:7][C:6]([N:9]2[C:13]([C:14]3[C:15]([CH3:43])=[C:16]([C:33]4[CH:38]=[CH:37][CH:36]=[C:35]([C:39]([F:42])([F:41])[F:40])[CH:34]=4)[C:17]4[N:18]([N:20]=[C:21]([NH:23][C:24]([NH:26]C5CCNCC5)=[O:25])[N:22]=4)[CH:19]=3)=[CH:12][CH:11]=[N:10]2)=[CH:5][CH:4]=1)#[N:2].C=O.C(O[BH-](O[C:56](=O)[CH3:57])OC(=O)C)(=O)C.[Na+]. Product: [CH3:13][N:9]1[CH2:57][CH2:56][CH:4]([N:23]([C:21]2[N:22]=[C:17]3[C:16]([C:33]4[CH:38]=[CH:37][CH:36]=[C:35]([C:39]([F:40])([F:41])[F:42])[CH:34]=4)=[C:15]([CH3:43])[C:14]([C:13]4[N:9]([C:6]5[CH:5]=[CH:4][C:3]([C:1]#[N:2])=[CH:8][CH:7]=5)[N:10]=[CH:11][CH:12]=4)=[CH:19][N:18]3[N:20]=2)[C:24]([NH2:26])=[O:25])[CH2:5][CH2:6]1. The catalyst class is: 61. (4) Reactant: O.[OH-].[Li+].C[O:5][C:6](=[O:28])[CH2:7][CH2:8][C:9]1[CH:14]=[CH:13][C:12]([C:15]([N:17]2[CH2:23][CH2:22][CH2:21][CH2:20][C:19]3[CH:24]=[CH:25][CH:26]=[CH:27][C:18]2=3)=[O:16])=[CH:11][CH:10]=1. The catalyst class is: 127. Product: [N:17]1([C:15]([C:12]2[CH:11]=[CH:10][C:9]([CH2:8][CH2:7][C:6]([OH:28])=[O:5])=[CH:14][CH:13]=2)=[O:16])[CH2:23][CH2:22][CH2:21][CH2:20][C:19]2[CH:24]=[CH:25][CH:26]=[CH:27][C:18]1=2. (5) Reactant: [CH3:1][O:2][C:3](=[O:14])[C:4]1[CH:9]=[CH:8][C:7]([OH:10])=[C:6]([N+:11]([O-])=O)[CH:5]=1. Product: [CH3:1][O:2][C:3](=[O:14])[C:4]1[CH:9]=[CH:8][C:7]([OH:10])=[C:6]([NH2:11])[CH:5]=1. The catalyst class is: 19.